This data is from Catalyst prediction with 721,799 reactions and 888 catalyst types from USPTO. The task is: Predict which catalyst facilitates the given reaction. (1) Reactant: [CH:1]1([C:6]2[CH:7]=[CH:8][C:9]3[O:13][C:12]4[CH:14]=[C:15]([S:18]([NH:21][C@@H:22]([CH:27]([CH3:29])[CH3:28])[C:23]([O:25]C)=[O:24])(=[O:20])=[O:19])[CH:16]=[CH:17][C:11]=4[C:10]=3[CH:30]=2)[CH2:5][CH2:4][CH2:3][CH2:2]1.[Li+].[OH-]. Product: [CH:1]1([C:6]2[CH:7]=[CH:8][C:9]3[O:13][C:12]4[CH:14]=[C:15]([S:18]([NH:21][C@@H:22]([CH:27]([CH3:28])[CH3:29])[C:23]([OH:25])=[O:24])(=[O:20])=[O:19])[CH:16]=[CH:17][C:11]=4[C:10]=3[CH:30]=2)[CH2:2][CH2:3][CH2:4][CH2:5]1. The catalyst class is: 1. (2) Reactant: [CH3:1][C:2]1([CH3:18])[CH2:7][C:6](=[O:8])[CH:5]=[C:4]([C:9]2[CH:14]=[CH:13][N:12]=[CH:11][C:10]=2[N+:15]([O-:17])=[O:16])[CH2:3]1.[BH4-].[Na+]. Product: [CH3:1][C:2]1([CH3:18])[CH2:7][CH:6]([OH:8])[CH:5]=[C:4]([C:9]2[CH:14]=[CH:13][N:12]=[CH:11][C:10]=2[N+:15]([O-:17])=[O:16])[CH2:3]1. The catalyst class is: 5. (3) Reactant: C1(C)C=CC(S(O)(=O)=O)=CC=1.[NH:12]1[C:20]2[C:15](=[CH:16][CH:17]=[CH:18][CH:19]=2)[CH2:14][CH:13]1[C:21]([O:23][CH2:24][C:25]1[CH:30]=[CH:29][CH:28]=[CH:27][CH:26]=1)=[O:22].C(N(CC)CC)C.[C:38]([O:42][C:43]([NH:45][C@H:46]([C:48](O)=[O:49])[CH3:47])=[O:44])([CH3:41])([CH3:40])[CH3:39]. Product: [C:38]([O:42][C:43]([NH:45][C@@H:46]([CH3:47])[C:48]([N:12]1[C:20]2[C:15](=[CH:16][CH:17]=[CH:18][CH:19]=2)[CH2:14][C@H:13]1[C:21]([O:23][CH2:24][C:25]1[CH:30]=[CH:29][CH:28]=[CH:27][CH:26]=1)=[O:22])=[O:49])=[O:44])([CH3:41])([CH3:40])[CH3:39]. The catalyst class is: 13. (4) Product: [O:8]=[C:1]1[CH2:6][CH2:5][CH2:4][C:3]([NH:14][CH2:13][C:12]([O:11][CH2:9][CH3:10])=[O:15])=[CH:2]1. Reactant: [C:1]1(=[O:8])[CH2:6][CH2:5][CH2:4][C:3](=O)[CH2:2]1.[CH2:9]([O:11][C:12](=[O:15])[CH2:13][NH2:14])[CH3:10].CC(=O)OCC. The catalyst class is: 11. (5) Reactant: [OH-].[Na+].CO.[CH3:5][O:6][C:7]([C:9]1[S:10][C:11]([CH2:14][CH2:15][CH2:16][C@H:17]2[CH2:21][CH2:20][C:19]([Cl:22])=[C:18]2[C:23]2[CH:28]=[CH:27][C:26]([C@H:29]([O:35]C(=O)C3C=CC([N+]([O-])=O)=CC=3)[CH2:30][CH2:31][CH2:32][CH2:33][CH3:34])=[CH:25][CH:24]=2)=[CH:12][CH:13]=1)=[O:8].Cl. Product: [CH3:5][O:6][C:7]([C:9]1[S:10][C:11]([CH2:14][CH2:15][CH2:16][C@H:17]2[CH2:21][CH2:20][C:19]([Cl:22])=[C:18]2[C:23]2[CH:24]=[CH:25][C:26]([C@H:29]([OH:35])[CH2:30][CH2:31][CH2:32][CH2:33][CH3:34])=[CH:27][CH:28]=2)=[CH:12][CH:13]=1)=[O:8]. The catalyst class is: 1. (6) Reactant: Br[C:2]1[CH:3]=[C:4]2[C:9](=[CH:10][CH:11]=1)[N:8]=[CH:7][CH:6]=[C:5]2[S:12][C:13]1([C:17]([O:19][CH2:20][CH3:21])=[O:18])[CH2:16][CH2:15][CH2:14]1.[CH3:22]B1OB(C)OB(C)O1.C(=O)([O-])[O-].[K+].[K+].O1CCOCC1. Product: [CH3:22][C:2]1[CH:3]=[C:4]2[C:9](=[CH:10][CH:11]=1)[N:8]=[CH:7][CH:6]=[C:5]2[S:12][C:13]1([C:17]([O:19][CH2:20][CH3:21])=[O:18])[CH2:16][CH2:15][CH2:14]1. The catalyst class is: 103. (7) Reactant: [OH:1][C:2]1[CH:3]=[C:4]([CH:9]=[C:10]([O:12][CH3:13])[CH:11]=1)[C:5]([O:7][CH3:8])=[O:6].BrC[CH2:16][OH:17].[C:18]([O-])([O-])=O.[K+].[K+]. The catalyst class is: 23. Product: [OH:17][CH2:16][CH2:13][O:12][C:10]1[CH:9]=[C:4]([CH:3]=[C:2]([O:1][CH3:18])[CH:11]=1)[C:5]([O:7][CH3:8])=[O:6].